This data is from Reaction yield outcomes from USPTO patents with 853,638 reactions. The task is: Predict the reaction yield, written as a fraction of the theoretical maximum amount of product (1.0 means a 100% yield; for example, 0.34 means a 34% yield). (1) The catalyst is C(Cl)Cl. The reactants are [C:1]([O:5][C:6]([N:8]1[CH2:13][CH2:12][N:11]([C:14]2[CH:15]=[C:16]([CH:20]=[CH:21][CH:22]=2)[C:17]([OH:19])=O)[CH2:10][CH2:9]1)=[O:7])([CH3:4])([CH3:3])[CH3:2].CN(C(ON1N=NC2C=CC=NC1=2)=[N+](C)C)C.F[P-](F)(F)(F)(F)F.[NH2:47][CH2:48][CH:49]([OH:61])[CH2:50][N:51]1[CH2:60][CH2:59][C:58]2[C:53](=[CH:54][CH:55]=[CH:56][CH:57]=2)[CH2:52]1.CCN(C(C)C)C(C)C. The product is [CH2:52]1[C:53]2[C:58](=[CH:57][CH:56]=[CH:55][CH:54]=2)[CH2:59][CH2:60][N:51]1[CH2:50][CH:49]([OH:61])[CH2:48][NH:47][C:17]([C:16]1[CH:15]=[C:14]([N:11]2[CH2:10][CH2:9][N:8]([C:6]([O:5][C:1]([CH3:2])([CH3:3])[CH3:4])=[O:7])[CH2:13][CH2:12]2)[CH:22]=[CH:21][CH:20]=1)=[O:19]. The yield is 0.288. (2) The reactants are OC(C(F)(F)F)=O.[CH3:8][C:9]1[N:14]=[C:13]([NH:15][C:16]2[CH:17]=[C:18]([CH:21]=[CH:22][N:23]=2)[C:19]#[N:20])[CH:12]=[C:11]([CH:24]2[CH2:29][CH2:28][NH:27][CH2:26][CH2:25]2)[CH:10]=1.C(N(CC)C(C)C)(C)C.[O:39]1[CH2:42][C:41](=O)[CH2:40]1.C(O[BH-](OC(=O)C)OC(=O)C)(=O)C.[Na+]. The catalyst is C1COCC1.C(Cl)Cl. The product is [CH3:8][C:9]1[N:14]=[C:13]([NH:15][C:16]2[CH:17]=[C:18]([CH:21]=[CH:22][N:23]=2)[C:19]#[N:20])[CH:12]=[C:11]([CH:24]2[CH2:29][CH2:28][N:27]([CH:41]3[CH2:42][O:39][CH2:40]3)[CH2:26][CH2:25]2)[CH:10]=1. The yield is 0.340. (3) The reactants are [Cl:1][C:2]1[CH:3]=[C:4]([S:8]([N:11]2[C:15]([C:16]3[CH:21]=[CH:20][CH:19]=[CH:18][CH:17]=3)=[C:14]([CH3:22])[C:13]([C:23](OC)=[O:24])=[CH:12]2)(=[O:10])=[O:9])[CH:5]=[CH:6][CH:7]=1.C1(C)C=CC=CC=1.[H-].C([Al+]CC(C)C)C(C)C.Cl. The catalyst is O1CCCC1. The product is [Cl:1][C:2]1[CH:3]=[C:4]([S:8]([N:11]2[C:15]([C:16]3[CH:21]=[CH:20][CH:19]=[CH:18][CH:17]=3)=[C:14]([CH3:22])[C:13]([CH:23]=[O:24])=[CH:12]2)(=[O:9])=[O:10])[CH:5]=[CH:6][CH:7]=1. The yield is 0.880.